Dataset: Reaction yield outcomes from USPTO patents with 853,638 reactions. Task: Predict the reaction yield, written as a fraction of the theoretical maximum amount of product (1.0 means a 100% yield; for example, 0.34 means a 34% yield). (1) The reactants are S(O)(O)(=O)=O.[NH2:6][OH:7].[C:8]1(=O)[C@@H:16]2[C@@H:11]([CH2:12][CH:13]=[CH:14][CH2:15]2)[C:10](=[O:17])[O:9]1.[OH-].[Na+]. The catalyst is O. The product is [OH:7][N:6]1[C:8](=[O:9])[C@H:16]2[C@H:11]([CH2:12][CH:13]=[CH:14][CH2:15]2)[C:10]1=[O:17]. The yield is 0.870. (2) The reactants are [C:1]([O:5][C:6]([N:8]1[C@@H:12]([CH3:13])[CH2:11][CH2:10][C@H:9]1[C:14]1[NH:15][C:16]([C:19]2[CH:24]=[C:23]3[CH2:25][O:26][C:27]4[CH:52]=[C:51]5[C:30]([CH2:31][CH2:32][C:33]6[N:37]=[C:36]([C@@H:38]7[CH2:42][CH2:41][C@H:40]([CH3:43])[N:39]7[C:44]([O:46][C:47]([CH3:50])([CH3:49])[CH3:48])=[O:45])[NH:35][C:34]=65)=[CH:29][C:28]=4[C:22]3=[CH:21][CH:20]=2)=[CH:17][N:18]=1)=[O:7])([CH3:4])([CH3:3])[CH3:2]. The catalyst is C(Cl)Cl.O=[Mn]=O. The product is [C:47]([O:46][C:44]([N:39]1[C@@H:40]([CH3:43])[CH2:41][CH2:42][C@H:38]1[C:36]1[NH:35][C:34]2[C:51]3[C:30]([CH:31]=[CH:32][C:33]=2[N:37]=1)=[CH:29][C:28]1[C:22]2[C:23]([CH2:25][O:26][C:27]=1[CH:52]=3)=[CH:24][C:19]([C:16]1[NH:15][C:14]([C@@H:9]3[CH2:10][CH2:11][C@H:12]([CH3:13])[N:8]3[C:6]([O:5][C:1]([CH3:3])([CH3:2])[CH3:4])=[O:7])=[N:18][CH:17]=1)=[CH:20][CH:21]=2)=[O:45])([CH3:50])([CH3:48])[CH3:49]. The yield is 0.850. (3) The reactants are [CH3:1][O:2][CH2:3]/[CH:4]=[CH:5]/[CH2:6][C:7]1[C:8]([CH3:26])=[CH:9][C:10]([N+:23]([O-])=O)=[C:11]([CH:22]=1)[NH:12][CH2:13][CH2:14][CH2:15][C:16]1[CH:21]=[CH:20][CH:19]=[CH:18][CH:17]=1.[H][H]. The catalyst is [Ni].C(O)C. The product is [CH3:1][O:2][CH2:3][CH2:4][CH2:5][CH2:6][C:7]1[CH:22]=[C:11]([NH:12][CH2:13][CH2:14][CH2:15][C:16]2[CH:17]=[CH:18][CH:19]=[CH:20][CH:21]=2)[C:10]([NH2:23])=[CH:9][C:8]=1[CH3:26]. The yield is 0.720. (4) The catalyst is N1C=CC=CC=1. The reactants are [C:1]([O:5][C:6](=[O:16])[NH:7][C@H:8]([CH2:14][OH:15])[CH2:9][C:10]([CH3:13])([CH3:12])[CH3:11])([CH3:4])([CH3:3])[CH3:2].[S:17](Cl)([C:20]1[CH:26]=[CH:25][C:23]([CH3:24])=[CH:22][CH:21]=1)(=[O:19])=[O:18]. The yield is 0.600. The product is [C:1]([O:5][C:6]([NH:7][C@@H:8]([CH2:9][C:10]([CH3:13])([CH3:12])[CH3:11])[CH2:14][O:15][S:17]([C:20]1[CH:26]=[CH:25][C:23]([CH3:24])=[CH:22][CH:21]=1)(=[O:19])=[O:18])=[O:16])([CH3:4])([CH3:2])[CH3:3]. (5) The reactants are Cl[C:2]1[CH:3]=[CH:4][C:5]([N+:9]([O-:11])=[O:10])=[C:6]([CH:8]=1)[NH2:7].C(=O)([O-])[O-].[K+].[K+].[CH2:18]([N:20]([CH2:29][CH3:30])[CH2:21][CH2:22][N:23]1[CH2:28][CH2:27][NH:26][CH2:25][CH2:24]1)[CH3:19]. The catalyst is CN(C=O)C. The product is [CH2:29]([N:20]([CH2:18][CH3:19])[CH2:21][CH2:22][N:23]1[CH2:24][CH2:25][N:26]([C:2]2[CH:3]=[CH:4][C:5]([N+:9]([O-:11])=[O:10])=[C:6]([CH:8]=2)[NH2:7])[CH2:27][CH2:28]1)[CH3:30]. The yield is 0.281.